Dataset: Retrosynthesis with 50K atom-mapped reactions and 10 reaction types from USPTO. Task: Predict the reactants needed to synthesize the given product. (1) Given the product N#CC1(c2cccc(C(=O)Nc3cccc(Oc4ccc([N+](=O)[O-])cc4)c3)c2)CC1, predict the reactants needed to synthesize it. The reactants are: N#CC1(c2cccc(C(=O)O)c2)CC1.Nc1cccc(Oc2ccc([N+](=O)[O-])cc2)c1. (2) Given the product Cc1cc(CCC(=O)O)c(C=C2C(=O)Nc3cccc(C4CCNCC4)c32)[nH]1, predict the reactants needed to synthesize it. The reactants are: Cc1cc(CCC(=O)O)c(C=O)[nH]1.O=C1Cc2c(cccc2C2CCNCC2)N1. (3) Given the product CC(C)(C)[Si](C)(C)Oc1ccc(Nc2cc(C#N)ccc2[N+](=O)[O-])cc1, predict the reactants needed to synthesize it. The reactants are: CC(C)(C)[Si](C)(C)Oc1ccc(N)cc1.N#Cc1ccc([N+](=O)[O-])c(Br)c1. (4) Given the product C[Si](C)(C)CCOCn1ncc(Br)c1CO, predict the reactants needed to synthesize it. The reactants are: COC(=O)c1c(Br)cnn1COCC[Si](C)(C)C. (5) Given the product CC(O)(C#CC#Cc1ccc(C(=O)N[C@H](C(=O)NO)C(C)(C)N)cc1)CO, predict the reactants needed to synthesize it. The reactants are: COC(=O)[C@@H](NC(=O)c1ccc(C#CC#CC(C)(O)CO)cc1)C(C)(C)N.NO. (6) The reactants are: CSCCn1c(=O)n(C(=O)N[C@H](C(N)=O)C(C)(C)C)c2ccccc21.O=C([O-])O. Given the product CS(=O)CCn1c(=O)n(C(=O)N[C@H](C(N)=O)C(C)(C)C)c2ccccc21, predict the reactants needed to synthesize it.